Task: Predict the reactants needed to synthesize the given product.. Dataset: Full USPTO retrosynthesis dataset with 1.9M reactions from patents (1976-2016) Given the product [OH:18][C:2]1[CH:3]=[N:4][C:5]2[C:10]([CH:11]=1)=[CH:9][CH:8]=[CH:7][CH:6]=2, predict the reactants needed to synthesize it. The reactants are: Br[C:2]1[CH:3]=[N:4][C:5]2[C:10]([CH:11]=1)=[CH:9][CH:8]=[CH:7][CH:6]=2.C([Li])CCC.C[O:18]B(OC)OC.C(OO)(=O)C.